Dataset: Forward reaction prediction with 1.9M reactions from USPTO patents (1976-2016). Task: Predict the product of the given reaction. (1) Given the reactants [CH2:1]([O:8][C:9]([N:11]([CH2:17][CH:18]1[NH:23][CH2:22][CH:21]([C:24]([O:26][CH3:27])=[O:25])[CH2:20][CH2:19]1)[CH2:12][C:13](OC)=[O:14])=[O:10])[C:2]1[CH:7]=[CH:6][CH:5]=[CH:4][CH:3]=1, predict the reaction product. The product is: [O:14]=[C:13]1[N:23]2[CH2:22][C@H:21]([C:24]([O:26][CH3:27])=[O:25])[CH2:20][CH2:19][C@@H:18]2[CH2:17][N:11]([C:9]([O:8][CH2:1][C:2]2[CH:7]=[CH:6][CH:5]=[CH:4][CH:3]=2)=[O:10])[CH2:12]1. (2) Given the reactants [N:1]1[CH:6]=[CH:5][CH:4]=[CH:3][C:2]=1[S:7]([CH:10]([NH:22][CH2:23][C:24]1[CH:29]=[CH:28][C:27]([C:30]2[S:31][CH:32]=[CH:33][N:34]=2)=[CH:26][CH:25]=1)[C:11]1[N:16]=[C:15]([NH:17][CH2:18][C:19]([OH:21])=[O:20])[CH:14]=[CH:13][CH:12]=1)(=[O:9])=[O:8].Cl.O1[CH2:41][CH2:40]OCC1, predict the reaction product. The product is: [CH2:2]([O:20][C:19](=[O:21])[CH2:18][NH:17][C:15]1[CH:14]=[CH:13][CH:12]=[C:11]([CH:10]([S:7]([C:2]2[CH:3]=[CH:4][CH:5]=[CH:6][N:1]=2)(=[O:9])=[O:8])[NH:22][CH2:23][C:24]2[CH:29]=[CH:28][C:27]([C:30]3[S:31][CH:32]=[CH:33][N:34]=3)=[CH:26][CH:25]=2)[N:16]=1)[CH2:3][CH2:4][CH2:5][CH2:40][CH3:41]. (3) Given the reactants Cl[C:2]([O:4][CH3:5])=[O:3].Cl.[CH:7]1([CH:13]2[CH2:18][CH:17]([C:19]([O:21][CH3:22])=[O:20])[CH2:16][CH2:15][NH:14]2)[CH2:12][CH2:11][CH2:10][CH2:9][CH2:8]1.CCN(C(C)C)C(C)C, predict the reaction product. The product is: [CH:7]1([CH:13]2[CH2:18][CH:17]([C:19]([O:21][CH3:22])=[O:20])[CH2:16][CH2:15][N:14]2[C:2]([O:4][CH3:5])=[O:3])[CH2:8][CH2:9][CH2:10][CH2:11][CH2:12]1. (4) Given the reactants [CH3:1][O:2][C:3](=[O:14])[C:4]1[CH:9]=[CH:8][CH:7]=[C:6]([N+:10]([O-:12])=[O:11])[C:5]=1[CH3:13].[Br:15]N1C(=O)CCC1=O, predict the reaction product. The product is: [CH3:1][O:2][C:3](=[O:14])[C:4]1[CH:9]=[CH:8][CH:7]=[C:6]([N+:10]([O-:12])=[O:11])[C:5]=1[CH2:13][Br:15]. (5) Given the reactants [Br:1][C:2]1[N:7]=[C:6]([C@@:8]([NH:18][S@@](C(C)(C)C)=O)([C@@H:10]([F:17])[C@@H:11]([OH:16])[C:12]([F:15])([F:14])[F:13])[CH3:9])[C:5]([F:25])=[CH:4][CH:3]=1.Cl.C([O-])(O)=O.[Na+].[OH-].[Na+], predict the reaction product. The product is: [NH2:18][C@@:8]([C:6]1[C:5]([F:25])=[CH:4][CH:3]=[C:2]([Br:1])[N:7]=1)([CH3:9])[C@@H:10]([F:17])[C@@H:11]([OH:16])[C:12]([F:14])([F:13])[F:15]. (6) Given the reactants Br[C:2]1[CH:3]=[CH:4][C:5]2[C:6]3[CH2:15][N:14]([C:16]([O:18][C:19]([CH3:22])([CH3:21])[CH3:20])=[O:17])[CH:13]([CH3:23])[CH2:12][C:7]=3[N:8]([CH3:11])[C:9]=2[CH:10]=1.[Cl:24][C:25]1[CH:39]=[CH:38][C:28]([CH2:29][CH2:30][N:31]2[CH2:36][CH2:35][NH:34][C:33](=[O:37])[CH2:32]2)=[CH:27][CH:26]=1, predict the reaction product. The product is: [Cl:24][C:25]1[CH:26]=[CH:27][C:28]([CH2:29][CH2:30][N:31]2[CH2:36][CH2:35][N:34]([C:2]3[CH:3]=[CH:4][C:5]4[C:6]5[CH2:15][N:14]([C:16]([O:18][C:19]([CH3:22])([CH3:21])[CH3:20])=[O:17])[CH:13]([CH3:23])[CH2:12][C:7]=5[N:8]([CH3:11])[C:9]=4[CH:10]=3)[C:33](=[O:37])[CH2:32]2)=[CH:38][CH:39]=1. (7) Given the reactants [F:1][C:2]1[C:7]([O:8][CH3:9])=[CH:6][C:5]([O:10][CH3:11])=[C:4]([F:12])[C:3]=1[N:13]1[CH2:18][C:17]2[CH:19]=[N:20][C:21]3[N:25](CC4C=CC(OC)=CC=4)[N:24]=[CH:23][C:22]=3[C:16]=2[N:15]([C:35]2[CH:36]=[N:37][N:38]([CH3:40])[CH:39]=2)[C:14]1=[O:41].FC(F)(F)C(O)=O, predict the reaction product. The product is: [F:1][C:2]1[C:7]([O:8][CH3:9])=[CH:6][C:5]([O:10][CH3:11])=[C:4]([F:12])[C:3]=1[N:13]1[CH2:18][C:17]2[CH:19]=[N:20][C:21]3[NH:25][N:24]=[CH:23][C:22]=3[C:16]=2[N:15]([C:35]2[CH:36]=[N:37][N:38]([CH3:40])[CH:39]=2)[C:14]1=[O:41]. (8) Given the reactants [CH:1]([C:4]1([C:29]#[N:30])[CH2:8][CH2:7][N:6]([C:9]2[CH:14]=[CH:13][N:12]=[C:11]([NH:15][C:16]3[CH:21]=[CH:20][C:19]([N:22]4[CH2:27][CH2:26][O:25][CH2:24][CH2:23]4)=[CH:18][CH:17]=3)[N:10]=2)[C:5]1=[O:28])([CH3:3])[CH3:2].C(=O)=O.CO.C(#N)C, predict the reaction product. The product is: [CH:1]([C@:4]1([C:29]#[N:30])[CH2:8][CH2:7][N:6]([C:9]2[CH:14]=[CH:13][N:12]=[C:11]([NH:15][C:16]3[CH:17]=[CH:18][C:19]([N:22]4[CH2:23][CH2:24][O:25][CH2:26][CH2:27]4)=[CH:20][CH:21]=3)[N:10]=2)[C:5]1=[O:28])([CH3:3])[CH3:2].